Predict the reactants needed to synthesize the given product. From a dataset of Full USPTO retrosynthesis dataset with 1.9M reactions from patents (1976-2016). (1) Given the product [OH:17][CH2:18][C@H:19]1[N:20]([CH3:25])[CH2:21][CH2:22][N:23]([C:13]2[NH:16][C:4](=[O:5])[C:6]3[C:7]([CH:12]=2)=[CH:8][CH:9]=[CH:10][CH:11]=3)[CH2:24]1, predict the reactants needed to synthesize it. The reactants are: Cl.CO[C:4]([C:6]1[CH:11]=[CH:10][CH:9]=[CH:8][C:7]=1[CH2:12][C:13](=[NH:16])OC)=[O:5].[OH:17][CH2:18][C@@H:19]1[CH2:24][NH:23][CH2:22][CH2:21][N:20]1[CH3:25]. (2) Given the product [I:34][C:2]([I:1])=[CH:3][C@@H:4]1[O:8][C:7]([CH3:10])([CH3:9])[O:6][C@@H:5]1[C:11](=[O:33])[CH2:12][O:13][C:14]([C:27]1[CH:32]=[CH:31][CH:30]=[CH:29][CH:28]=1)([C:15]1[CH:20]=[CH:19][CH:18]=[CH:17][CH:16]=1)[C:21]1[CH:26]=[CH:25][CH:24]=[CH:23][CH:22]=1, predict the reactants needed to synthesize it. The reactants are: [I:1][C:2]([I:34])=[CH:3][C@@H:4]1[O:8][C:7]([CH3:10])([CH3:9])[O:6][C@@H:5]1[CH:11]([OH:33])[CH2:12][O:13][C:14]([C:27]1[CH:32]=[CH:31][CH:30]=[CH:29][CH:28]=1)([C:21]1[CH:26]=[CH:25][CH:24]=[CH:23][CH:22]=1)[C:15]1[CH:20]=[CH:19][CH:18]=[CH:17][CH:16]=1.[Cr](O[Cr]([O-])(=O)=O)([O-])(=O)=O.[NH+]1C=CC=CC=1.[NH+]1C=CC=CC=1. (3) Given the product [C:36]([O:40][C:41]([N:43]1[CH2:46][CH:45]([C:6]2[CH:5]=[N:4][CH:3]=[C:2]([Br:1])[CH:7]=2)[CH2:44]1)=[O:42])([CH3:39])([CH3:37])[CH3:38], predict the reactants needed to synthesize it. The reactants are: [Br:1][C:2]1[CH:3]=[N:4][CH:5]=[C:6](B2OC(C)(C)C(C)(C)O2)[CH:7]=1.Cl.N[C@@H]1CCCC[C@H]1O.C[Si]([N-][Si](C)(C)C)(C)C.[Na+].[C:36]([O:40][C:41]([N:43]1[CH2:46][CH:45](I)[CH2:44]1)=[O:42])([CH3:39])([CH3:38])[CH3:37]. (4) Given the product [NH2:5][C:6]1[C:14]2[C:13]([C:15]3[CH:20]=[CH:19][CH:18]=[C:17]([OH:21])[CH:16]=3)=[N:12][C:11]([NH:23][CH:24]3[CH2:25][CH2:26]3)=[N:10][C:9]=2[S:8][C:7]=1[C:27]([NH2:29])=[O:28], predict the reactants needed to synthesize it. The reactants are: P(Br)(Br)Br.[NH2:5][C:6]1[C:14]2[C:13]([C:15]3[CH:20]=[CH:19][CH:18]=[C:17]([O:21]C)[CH:16]=3)=[N:12][C:11]([NH:23][CH:24]3[CH2:26][CH2:25]3)=[N:10][C:9]=2[S:8][C:7]=1[C:27]([NH2:29])=[O:28]. (5) Given the product [F:1][C:2]1[CH:3]=[C:4]([CH:8]([C:10]2[N:19]=[C:18]([NH:20][C:21]3[CH:25]=[C:24]([CH3:26])[NH:23][N:22]=3)[C:17]3[C:12](=[CH:13][CH:14]=[CH:15][CH:16]=3)[N:11]=2)[OH:9])[CH:5]=[CH:6][CH:7]=1, predict the reactants needed to synthesize it. The reactants are: [F:1][C:2]1[CH:3]=[C:4]([C:8]([C:10]2[N:19]=[C:18]([NH:20][C:21]3[CH:25]=[C:24]([CH3:26])[NH:23][N:22]=3)[C:17]3[C:12](=[CH:13][CH:14]=[CH:15][CH:16]=3)[N:11]=2)=[O:9])[CH:5]=[CH:6][CH:7]=1.C1COCC1.CO.[BH4-].[Na+].Cl. (6) Given the product [F:1][C:2]1[CH:15]=[C:14]([N+:16]([O-:18])=[O:17])[CH:13]=[CH:12][C:3]=1[O:4][C:5]1[N:10]=[CH:9][N:8]=[C:7]([NH:11][C:20]([N:41]2[CH2:40][CH2:39][N:38]([CH2:37][CH2:36][N:32]3[CH2:33][CH2:34][CH2:35]3)[CH2:43][CH2:42]2)=[O:21])[CH:6]=1, predict the reactants needed to synthesize it. The reactants are: [F:1][C:2]1[CH:15]=[C:14]([N+:16]([O-:18])=[O:17])[CH:13]=[CH:12][C:3]=1[O:4][C:5]1[N:10]=[CH:9][N:8]=[C:7]([NH2:11])[CH:6]=1.Cl[C:20](OC1C=CC=CC=1)=[O:21].Cl.Cl.Cl.[N:32]1([CH2:36][CH2:37][N:38]2[CH2:43][CH2:42][NH:41][CH2:40][CH2:39]2)[CH2:35][CH2:34][CH2:33]1. (7) Given the product [CH3:1][O:2][C:3](=[O:16])[CH:4]=[CH:5][C:6]1[CH:11]=[CH:10][C:9]([NH:27][CH2:26][CH2:25][NH:24][C:17]([O:19][C:20]([CH3:23])([CH3:22])[CH3:21])=[O:18])=[C:8]([N+:13]([O-:15])=[O:14])[CH:7]=1, predict the reactants needed to synthesize it. The reactants are: [CH3:1][O:2][C:3](=[O:16])[CH:4]=[CH:5][C:6]1[CH:11]=[CH:10][C:9](Cl)=[C:8]([N+:13]([O-:15])=[O:14])[CH:7]=1.[C:17]([NH:24][CH2:25][CH2:26][NH2:27])([O:19][C:20]([CH3:23])([CH3:22])[CH3:21])=[O:18].C(N(CC)CC)C. (8) Given the product [CH3:24][C:25]1[CH:30]=[C:29]([C:19]2[CH:20]=[CH:21][C:16]([S:13]([NH:12][C:10]3[CH:11]=[C:2]([F:1])[C:3]([C:4]([OH:6])=[O:5])=[C:8]([F:23])[CH:9]=3)(=[O:15])=[O:14])=[CH:17][CH:18]=2)[CH:28]=[C:27]([CH3:40])[N:26]=1, predict the reactants needed to synthesize it. The reactants are: [F:1][C:2]1[CH:11]=[C:10]([NH:12][S:13]([C:16]2[CH:21]=[CH:20][C:19](I)=[CH:18][CH:17]=2)(=[O:15])=[O:14])[CH:9]=[C:8]([F:23])[C:3]=1[C:4]([O:6]C)=[O:5].[CH3:24][C:25]1[CH:30]=[C:29](B2OC(C)(C)C(C)(C)O2)[CH:28]=[C:27]([CH3:40])[N:26]=1.C(=O)([O-])[O-].[Na+].[Na+].[OH-].[Na+].Cl.